Dataset: Reaction yield outcomes from USPTO patents with 853,638 reactions. Task: Predict the reaction yield, written as a fraction of the theoretical maximum amount of product (1.0 means a 100% yield; for example, 0.34 means a 34% yield). The reactants are CCN(C(C)C)C(C)C.[F:10][C:11]([F:27])([F:26])[C:12]1[CH:17]=[CH:16][CH:15]=[CH:14][C:13]=1[C:18]1[NH:22][N:21]=[C:20]([C:23]([OH:25])=O)[CH:19]=1.C1(C2NN=C(C(O)=O)C=2)C=CC=CC=1.C1C=CC2N(O)N=NC=2C=1.CCN=C=NCCCN(C)C.Cl.Cl.[NH2:65][CH2:66][C:67]([N:69]1[CH2:74][CH2:73][CH:72]([O:75][C:76]2[CH:81]=[CH:80][CH:79]=[C:78]([C:82]([F:85])([F:84])[F:83])[CH:77]=2)[CH2:71][CH2:70]1)=[O:68]. The catalyst is CN(C=O)C.O. The product is [O:68]=[C:67]([N:69]1[CH2:70][CH2:71][CH:72]([O:75][C:76]2[CH:81]=[CH:80][CH:79]=[C:78]([C:82]([F:85])([F:83])[F:84])[CH:77]=2)[CH2:73][CH2:74]1)[CH2:66][NH:65][C:23]([C:20]1[CH:19]=[C:18]([C:13]2[CH:14]=[CH:15][CH:16]=[CH:17][C:12]=2[C:11]([F:10])([F:27])[F:26])[NH:22][N:21]=1)=[O:25]. The yield is 0.560.